From a dataset of Catalyst prediction with 721,799 reactions and 888 catalyst types from USPTO. Predict which catalyst facilitates the given reaction. (1) Reactant: [CH:1]1([N:6]2[C:10]3[N:11]=[C:12]([NH:15][C:16]4[N:21]=[CH:20][C:19]([N:22]5[CH2:27][CH2:26][N:25](C(OC(C)(C)C)=O)[CH2:24][CH2:23]5)=[CH:18][CH:17]=4)[N:13]=[CH:14][C:9]=3[C:8]3[CH:35]=[CH:36][C:37](=[O:40])[N:38]([CH3:39])[C:7]2=3)[CH2:5][CH2:4][CH2:3][CH2:2]1.Cl.CO.C(OCC)C. Product: [CH:1]1([N:6]2[C:10]3[N:11]=[C:12]([NH:15][C:16]4[CH:17]=[CH:18][C:19]([N:22]5[CH2:23][CH2:24][NH:25][CH2:26][CH2:27]5)=[CH:20][N:21]=4)[N:13]=[CH:14][C:9]=3[C:8]3[CH:35]=[CH:36][C:37](=[O:40])[N:38]([CH3:39])[C:7]2=3)[CH2:2][CH2:3][CH2:4][CH2:5]1. The catalyst class is: 12. (2) The catalyst class is: 4. Reactant: COC1C=CC(N)=CC=1.C(N(CC)CC)C.[N+](C1C=C(S(Cl)(=O)=O)C=CC=1)([O-])=O.[CH3:30][O:31][C:32]1[CH:37]=[CH:36][C:35]([N:38](C2C=CC(OC)=CC=2)[S:39]([C:42]2[CH:47]=[CH:46][CH:45]=[C:44]([N+:48]([O-:50])=[O:49])[CH:43]=2)(=[O:41])=[O:40])=[CH:34][CH:33]=1. Product: [CH3:30][O:31][C:32]1[CH:37]=[CH:36][C:35]([NH:38][S:39]([C:42]2[CH:47]=[CH:46][CH:45]=[C:44]([N+:48]([O-:50])=[O:49])[CH:43]=2)(=[O:41])=[O:40])=[CH:34][CH:33]=1. (3) Product: [N+:11]([C:7]1[C:6]([CH2:14][CH:15]2[CH2:16][O:25]2)=[C:5]([OH:4])[CH:10]=[CH:9][CH:8]=1)([O-:13])=[O:12]. The catalyst class is: 22. Reactant: C([O:4][C:5]1[C:6]([CH2:14][CH:15]=[CH2:16])=[C:7]([N+:11]([O-:13])=[O:12])[CH:8]=[CH:9][CH:10]=1)(=O)C.ClC1C=CC=C(C(OO)=[O:25])C=1. (4) The catalyst class is: 4. Product: [Cl:25][CH2:16][C:9]1[C:8]([CH2:1][C:2]2[CH:7]=[CH:6][CH:5]=[CH:4][CH:3]=2)=[C:13]([O:14][CH3:15])[CH:12]=[CH:11][CH:10]=1. Reactant: [CH2:1]([C:8]1[C:13]([O:14][CH3:15])=[CH:12][CH:11]=[CH:10][C:9]=1[CH2:16]O)[C:2]1[CH:7]=[CH:6][CH:5]=[CH:4][CH:3]=1.C(=O)([O-])[O-].[Ba+2].S(Cl)([Cl:25])=O. (5) Product: [CH3:1][C:2]1[C:6]([C:7]2[CH:8]=[C:9]([C:26]([C:27]3[CH:32]=[N:31][CH:30]=[CH:29][N:28]=3)=[O:33])[C:10]3[N:14]=[C:13]([O:15][CH2:16][CH3:17])[N:12]([C:18]([O:20][C:21]([CH3:23])([CH3:24])[CH3:22])=[O:19])[C:11]=3[CH:25]=2)=[C:5]([CH3:34])[O:4][N:3]=1. Reactant: [CH3:1][C:2]1[C:6]([C:7]2[CH:8]=[C:9]([CH:26]([OH:33])[C:27]3[CH:32]=[N:31][CH:30]=[CH:29][N:28]=3)[C:10]3[N:14]=[C:13]([O:15][CH2:16][CH3:17])[N:12]([C:18]([O:20][C:21]([CH3:24])([CH3:23])[CH3:22])=[O:19])[C:11]=3[CH:25]=2)=[C:5]([CH3:34])[O:4][N:3]=1.CC(OI1(OC(C)=O)(OC(C)=O)OC(=O)C2C=CC=CC1=2)=O. The catalyst class is: 4. (6) Reactant: [CH3:1][N:2]1[CH2:7][CH2:6][N:5]([C:8]2[N:13]3[C:14]([CH:30]=O)=[C:15]([CH2:17][N:18]([CH3:29])[C@@H:19]4[C:28]5[N:27]=[CH:26][CH:25]=[CH:24][C:23]=5[CH2:22][CH2:21][CH2:20]4)[N:16]=[C:12]3[CH:11]=[CH:10][CH:9]=2)[CH2:4][CH2:3]1.[CH3:32][NH2:33].C(O)(=O)C.C(O[BH-](OC(=O)C)OC(=O)C)(=O)C.[Na+]. Product: [CH3:29][N:18]([CH2:17][C:15]1[N:16]=[C:12]2[CH:11]=[CH:10][CH:9]=[C:8]([N:5]3[CH2:4][CH2:3][N:2]([CH3:1])[CH2:7][CH2:6]3)[N:13]2[C:14]=1[CH2:30][NH:33][CH3:32])[C@@H:19]1[C:28]2[N:27]=[CH:26][CH:25]=[CH:24][C:23]=2[CH2:22][CH2:21][CH2:20]1. The catalyst class is: 576. (7) Reactant: [CH3:1][O:2][C:3](=[O:29])[C:4]1[CH:9]=[CH:8][C:7]([Cl:10])=[CH:6][C:5]=1[N:11]([S:19]([C:22]1[CH:27]=[CH:26][C:25]([OH:28])=[CH:24][CH:23]=1)(=[O:21])=[O:20])[C:12]([O:14][C:15]([CH3:18])([CH3:17])[CH3:16])=[O:13].[CH3:30][C:31]1[O:35][C:34]([C:36]2[CH:41]=[CH:40][CH:39]=[CH:38][CH:37]=2)=[N:33][C:32]=1[CH2:42][CH2:43]OS(C)(=O)=O.C(=O)([O-])[O-].[Cs+].[Cs+]. Product: [CH3:1][O:2][C:3](=[O:29])[C:4]1[CH:9]=[CH:8][C:7]([Cl:10])=[CH:6][C:5]=1[N:11]([S:19]([C:22]1[CH:23]=[CH:24][C:25]([O:28][CH2:43][CH2:42][C:32]2[N:33]=[C:34]([C:36]3[CH:41]=[CH:40][CH:39]=[CH:38][CH:37]=3)[O:35][C:31]=2[CH3:30])=[CH:26][CH:27]=1)(=[O:21])=[O:20])[C:12]([O:14][C:15]([CH3:18])([CH3:16])[CH3:17])=[O:13]. The catalyst class is: 31.